This data is from TCR-epitope binding with 47,182 pairs between 192 epitopes and 23,139 TCRs. The task is: Binary Classification. Given a T-cell receptor sequence (or CDR3 region) and an epitope sequence, predict whether binding occurs between them. The epitope is TPINLVRDL. The TCR CDR3 sequence is CASSGGTEAFF. Result: 0 (the TCR does not bind to the epitope).